This data is from Catalyst prediction with 721,799 reactions and 888 catalyst types from USPTO. The task is: Predict which catalyst facilitates the given reaction. Reactant: [O:1]=[C:2]1[C:6]2([CH2:11][CH2:10][N:9]([CH2:12][CH2:13][CH2:14][C:15](=[O:22])[C:16]3[CH:21]=[CH:20][CH:19]=[CH:18][CH:17]=3)[CH2:8][CH2:7]2)[N:5]([C:23]2[CH:28]=[CH:27][CH:26]=[CH:25][CH:24]=2)[CH2:4][N:3]1[CH2:29][C:30]1[CH:42]=[CH:41][CH:40]=[CH:39][C:31]=1[C:32]([O:34]C(C)(C)C)=[O:33]. Product: [O:1]=[C:2]1[C:6]2([CH2:7][CH2:8][N:9]([CH2:12][CH2:13][CH2:14][C:15](=[O:22])[C:16]3[CH:21]=[CH:20][CH:19]=[CH:18][CH:17]=3)[CH2:10][CH2:11]2)[N:5]([C:23]2[CH:24]=[CH:25][CH:26]=[CH:27][CH:28]=2)[CH2:4][N:3]1[CH2:29][C:30]1[CH:42]=[CH:41][CH:40]=[CH:39][C:31]=1[C:32]([OH:34])=[O:33]. The catalyst class is: 89.